Dataset: Forward reaction prediction with 1.9M reactions from USPTO patents (1976-2016). Task: Predict the product of the given reaction. (1) Given the reactants C1(O[C:8](=[O:25])[NH:9][CH:10]2[CH2:15][CH2:14][C:13]([N:22]([CH3:24])[CH3:23])([C:16]3[CH:21]=[CH:20][CH:19]=[CH:18][CH:17]=3)[CH2:12][CH2:11]2)C=CC=CC=1.[F:26][C:27]1[CH:28]=[C:29]2[C:33](=[CH:34][CH:35]=1)[NH:32][CH:31]=[C:30]2[CH:36]1[CH2:41][CH2:40][CH2:39][NH:38][CH2:37]1, predict the reaction product. The product is: [CH3:24][N:22]([CH3:23])[C:13]1([C:16]2[CH:17]=[CH:18][CH:19]=[CH:20][CH:21]=2)[CH2:12][CH2:11][CH:10]([NH:9][C:8]([N:38]2[CH2:39][CH2:40][CH2:41][CH:36]([C:30]3[C:29]4[C:33](=[CH:34][CH:35]=[C:27]([F:26])[CH:28]=4)[NH:32][CH:31]=3)[CH2:37]2)=[O:25])[CH2:15][CH2:14]1. (2) The product is: [CH3:13][NH:14][C:15]1[N:16]=[CH:17][C:18]([C:31]2[N:39]=[C:38]3[C:34]([N:35]=[CH:36][N:37]3[CH2:40][CH:41]3[CH2:45][CH2:44][O:43][CH2:42]3)=[C:33]([N:46]3[CH2:47][CH2:48][O:49][CH2:50][CH2:51]3)[N:32]=2)=[CH:19][N:20]=1. Given the reactants O1CCOCC1.C(=O)([O-])[O-].[Na+].[Na+].[CH3:13][NH:14][C:15]1[N:20]=[CH:19][C:18](B2OC(C)(C)C(C)(C)O2)=[CH:17][N:16]=1.Cl[C:31]1[N:39]=[C:38]2[C:34]([N:35]=[CH:36][N:37]2[CH2:40][CH:41]2[CH2:45][CH2:44][O:43][CH2:42]2)=[C:33]([N:46]2[CH2:51][CH2:50][O:49][CH2:48][CH2:47]2)[N:32]=1, predict the reaction product.